This data is from Experimentally validated miRNA-target interactions with 360,000+ pairs, plus equal number of negative samples. The task is: Binary Classification. Given a miRNA mature sequence and a target amino acid sequence, predict their likelihood of interaction. (1) The miRNA is mmu-miR-136-5p with sequence ACUCCAUUUGUUUUGAUGAUGG. The protein sequence of the target gene is MRSLPFFCRGQVVRGFGRGSKQLGIPTANFPEQVVDNLPADVSTGIYYGWASVGSGDVHKMVVSIGWNPYYKNVKKSMETHIIHTFKEDFYGEILNVAIVGYLRPEKNFDSLESLISAIQGDIEEAKKQLDLPEHLKLKDDNFFQVSKGKIMNGH. Result: 0 (no interaction). (2) The miRNA is hsa-miR-323b-3p with sequence CCCAAUACACGGUCGACCUCUU. The protein sequence of the target gene is MGLRIHFVVDPHGWCCMGLIVFVWLYNIVIIPKIVLFPHYEEGHIPGILIIIFYGISIFCLVALVRASLTDPGRLPENPKIPHAERELWELCNKCNLMRPKRSHHCSRCGHCVRRMDHHCPWINNCVGEDNHWLFLQLCFYTELLTCYALMFSFCHYYYFLPLKKRNLDLFVVRHELAIMRLAAFMGITMLVGITGLFYTQLIGIITDTTSIEKMSNCCEEISRPRKPWQQTFSEVFGTRWKILWFIPFRQRQPLRVPYHFANHV. Result: 0 (no interaction). (3) The miRNA is hsa-miR-548ap-3p with sequence AAAAACCACAAUUACUUUU. The protein sequence of the target gene is MENQKENLFSEPHKRGLMKSPLHPSSKANMVLAEIQPDLGPLTTPTKPKEVSQGEPWTPTANLKMLISAVSPEIRSRDQKRGLSDNRSALPEARDCLHEHLSGDEFEKSQPSRKEKSLGLLCHKFLARYPKYPNPAVNNDICLDEVAEELNVERRRIYDIVNVLESLHMVSRLAKNRYTWHGRHNLTKTLGTLKSVGEENKYAEQIMMIKRKEYEQEFDFIKSCGIEDHVIKSHTGQNGHSDMCFVELPGVEFRAASVNSRKDKSLRVMSQKFVMLFLVSTPQIVSLEIAAKILIGEDHV.... Result: 0 (no interaction). (4) The miRNA is mmu-miR-764-3p with sequence AGGAGGCCAUAGUGGCAACUGU. The protein sequence of the target gene is MDQSGMEIPVTLIIKAPNQKYSDQTISCFLNWTVGKLKTHLSNVYPSKPLTKDQRLVYSGRLLPDHLQLKDILRKQDEYHMVHLVCASRSPPSSPKSSTDRGSHEALASSTSSNSDHSDSTTPSPSQESLSLVTGSSEGLRQRTLSQAQTDPAQSHQFPYVIQGNVDHQFPGQGVPPAFPVYPALSPLQMLWWQQMYAHQYYMQYQAAVSAQATSSAGSAQRAASSPLNLAHVPGEEPPPAPNLVAQENGPMNENVQMNAQGGPVLNEEDLNRDWLDWVYTFSRAAVLLSIVYFYSSFSR.... Result: 0 (no interaction). (5) The miRNA is hsa-miR-4319 with sequence UCCCUGAGCAAAGCCAC. The protein sequence of the target gene is MLRTAMGLRSWLAAPWGALPPRPPLLLLLLLLLLLQPPPPTWALSPRISLPLGSEERPFLRFEAEHISNYTALLLSRDGRTLYVGAREALFALSSNLSFLPGGEYQELLWGADAEKKQQCSFKGKDPQRDCQNYIKILLPLSGSHLFTCGTAAFSPMCTYINMENFTLARDEKGNVLLEDGKGRCPFDPNFKSTALVVDGELYTGTVSSFQGNDPAISRSQSLRPTKTESSLNWLQDPAFVASAYIPESLGSLQGDDDKIYFFFSETGQEFEFFENTIVSRIARICKGDEGGERVLQQRW.... Result: 1 (interaction). (6) The miRNA is hsa-miR-8088 with sequence CCUCGGUACUGGAAAGGGGUA. The protein sequence of the target gene is MRLLSSRAARVSGPSGSLCALLALLLLTPPGPLASAGPVAAVVRELRCVCLTTTPGIHPKTVSDLQVIAAGPQCSKVEVIATLKNGREVCLDPEAPLIKKIVQKILDSGKNN. Result: 0 (no interaction).